Dataset: Forward reaction prediction with 1.9M reactions from USPTO patents (1976-2016). Task: Predict the product of the given reaction. Given the reactants Br[C:2]1[CH:3]=[N:4][C:5]([N:8]2[C:16]3[C:11](=[CH:12][CH:13]=[C:14]([C:17]([N:19]4[CH2:24][CH2:23][O:22][CH2:21][CH2:20]4)=[O:18])[CH:15]=3)[C:10]([S:25][CH3:26])=[CH:9]2)=[N:6][CH:7]=1.[C:27]([C:29]1[CH:30]=[CH:31][C:32]([F:38])=[C:33](B(O)O)[CH:34]=1)#[N:28], predict the reaction product. The product is: [F:38][C:32]1[CH:33]=[CH:34][C:29]([C:27]#[N:28])=[CH:30][C:31]=1[C:2]1[CH:3]=[N:4][C:5]([N:8]2[C:16]3[C:11](=[CH:12][CH:13]=[C:14]([C:17]([N:19]4[CH2:24][CH2:23][O:22][CH2:21][CH2:20]4)=[O:18])[CH:15]=3)[C:10]([S:25][CH3:26])=[CH:9]2)=[N:6][CH:7]=1.